From a dataset of Oral bioavailability binary classification data from Ma et al.. Regression/Classification. Given a drug SMILES string, predict its absorption, distribution, metabolism, or excretion properties. Task type varies by dataset: regression for continuous measurements (e.g., permeability, clearance, half-life) or binary classification for categorical outcomes (e.g., BBB penetration, CYP inhibition). Dataset: bioavailability_ma. (1) The drug is O=C(O)[C@H](CCc1ccccc1)N[C@H]1CCCN2CCC[C@@H](C(=O)O)N2C1=O. The result is 1 (high bioavailability). (2) The result is 1 (high bioavailability). The drug is Cc1ccccc1N1C(=O)c2cc(S(N)(=O)=O)c(Cl)cc2NC1C. (3) The drug is CN1C[C@H](C(=O)N[C@]2(C)O[C@@]3(O)[C@@H]4CCCN4C(=O)[C@H](Cc4ccccc4)N3C2=O)C[C@@H]2c3cccc4[nH]cc(c34)C[C@H]21. The result is 0 (low bioavailability). (4) The drug is CCCCC1=NC2(CCCC2)C(=O)N1Cc1ccc(-c2ccccc2-c2nn[nH]n2)cc1. The result is 1 (high bioavailability). (5) The drug is N[C@H]1C(O)O[C@H](CO)[C@@H](O)[C@@H]1O. The result is 1 (high bioavailability). (6) The drug is Cc1cnc(C(=O)NCCc2ccc(S(=O)(=O)NC(=O)NC3CCCCC3)cc2)cn1. The result is 1 (high bioavailability). (7) The molecule is CCN1CC(CCN2CCOCC2)C(c2ccccc2)(c2ccccc2)C1=O. The result is 1 (high bioavailability). (8) The compound is CCn1cc(C(=O)O)c(=O)c2cc(F)c(N3CCNC(C)C3)c(F)c21. The result is 1 (high bioavailability). (9) The molecule is Cc1cc(=O)n(-c2ccccc2)n1C. The result is 1 (high bioavailability). (10) The drug is Clc1ccc2nsnc2c1NC1=NCCN1. The result is 1 (high bioavailability).